Dataset: Forward reaction prediction with 1.9M reactions from USPTO patents (1976-2016). Task: Predict the product of the given reaction. (1) The product is: [Cl:1][C:2]1[CH:3]=[CH:4][C:5]([CH2:6][O:7][C:8]2[CH:13]=[CH:12][N:11]([C:14]3[CH:15]=[CH:16][C:17]4[N:18]([C:20]([CH3:31])=[C:21]([CH:23]5[CH2:25][CH:24]5[C:8]([OH:7])([CH3:13])[CH3:9])[N:22]=4)[CH:19]=3)[C:10](=[O:32])[CH:9]=2)=[CH:33][CH:34]=1. Given the reactants [Cl:1][C:2]1[CH:34]=[CH:33][C:5]([CH2:6][O:7][C:8]2[CH:13]=[CH:12][N:11]([C:14]3[CH:15]=[CH:16][C:17]4[N:18]([C:20]([CH3:31])=[C:21]([CH:23]5[CH2:25][CH:24]5C(OCC)=O)[N:22]=4)[CH:19]=3)[C:10](=[O:32])[CH:9]=2)=[CH:4][CH:3]=1.C[Mg]Br, predict the reaction product. (2) Given the reactants C1COCC1.Br[C:7]1[N:11]([CH3:12])[N:10]=[CH:9][N:8]=1.Br[C:14]1[C:15]([CH3:35])=[C:16]([C:19]2[N:23]3[N:24]=[C:25]([CH3:33])[CH:26]=[C:27]([CH:28]([CH2:31][CH3:32])[CH2:29][CH3:30])[C:22]3=[N:21][C:20]=2[CH3:34])[S:17][CH:18]=1, predict the reaction product. The product is: [CH2:29]([CH:28]([C:27]1[C:22]2[N:23]([C:19]([C:16]3[S:17][CH:18]=[C:14]([C:7]4[N:11]([CH3:12])[N:10]=[CH:9][N:8]=4)[C:15]=3[CH3:35])=[C:20]([CH3:34])[N:21]=2)[N:24]=[C:25]([CH3:33])[CH:26]=1)[CH2:31][CH3:32])[CH3:30]. (3) Given the reactants [Cl:1][C:2]1[CH:3]=[C:4]([CH:18]=[C:19]([I:23])[C:20]=1[O:21]C)[C:5]([N:7]1[C:11]2[CH:12]=[CH:13][CH:14]=[CH:15][C:10]=2[S:9](=[O:17])(=[O:16])[CH2:8]1)=[O:6].[Cl-].[Li+].Cl, predict the reaction product. The product is: [Cl:1][C:2]1[CH:3]=[C:4]([CH:18]=[C:19]([I:23])[C:20]=1[OH:21])[C:5]([N:7]1[C:11]2[CH:12]=[CH:13][CH:14]=[CH:15][C:10]=2[S:9](=[O:16])(=[O:17])[CH2:8]1)=[O:6]. (4) Given the reactants [CH3:1][C:2]1[CH:7]=[CH:6][CH:5]=[C:4]([CH3:8])[C:3]=1B(O)O.[NH2:12][C:13]1[N:14]=[C:15]([N:24]2[CH2:29][CH2:28][N:27]([C:30](=[O:40])[CH2:31][O:32][C:33]3[CH:38]=[CH:37][C:36]([Cl:39])=[CH:35][CH:34]=3)[CH2:26][CH2:25]2)[C:16]2[N:22]=[C:21](Cl)[CH:20]=[CH:19][C:17]=2[N:18]=1, predict the reaction product. The product is: [NH2:12][C:13]1[N:14]=[C:15]([N:24]2[CH2:25][CH2:26][N:27]([C:30](=[O:40])[CH2:31][O:32][C:33]3[CH:38]=[CH:37][C:36]([Cl:39])=[CH:35][CH:34]=3)[CH2:28][CH2:29]2)[C:16]2[N:22]=[C:21]([C:3]3[C:2]([CH3:1])=[CH:7][CH:6]=[CH:5][C:4]=3[CH3:8])[CH:20]=[CH:19][C:17]=2[N:18]=1.